From a dataset of Peptide-MHC class I binding affinity with 185,985 pairs from IEDB/IMGT. Regression. Given a peptide amino acid sequence and an MHC pseudo amino acid sequence, predict their binding affinity value. This is MHC class I binding data. (1) The peptide sequence is FTMRLLSPV. The MHC is HLA-A26:01 with pseudo-sequence HLA-A26:01. The binding affinity (normalized) is 0.670. (2) The peptide sequence is VLEWRFDSRL. The MHC is HLA-B15:03 with pseudo-sequence HLA-B15:03. The binding affinity (normalized) is 0.0476. (3) The peptide sequence is LMIFISSFL. The MHC is HLA-A02:06 with pseudo-sequence HLA-A02:06. The binding affinity (normalized) is 0.734. (4) The peptide sequence is AGFLGLGPW. The MHC is Mamu-B17 with pseudo-sequence Mamu-B17. The binding affinity (normalized) is 0.278. (5) The peptide sequence is TPSVKVCIV. The MHC is HLA-A26:01 with pseudo-sequence HLA-A26:01. The binding affinity (normalized) is 0.0847.